This data is from Catalyst prediction with 721,799 reactions and 888 catalyst types from USPTO. The task is: Predict which catalyst facilitates the given reaction. Reactant: Br[C:2]1[CH:11]=[CH:10][C:9]2[C:4](=[CH:5][C:6]([F:13])=[C:7]([F:12])[CH:8]=2)[C:3]=1[CH:14]=[O:15].[CH2:16]([Sn](CC)(CC)CC)[CH3:17].O. Product: [CH2:16]([C:2]1[CH:11]=[CH:10][C:9]2[C:4](=[CH:5][C:6]([F:13])=[C:7]([F:12])[CH:8]=2)[C:3]=1[CH:14]=[O:15])[CH3:17]. The catalyst class is: 109.